From a dataset of Reaction yield outcomes from USPTO patents with 853,638 reactions. Predict the reaction yield, written as a fraction of the theoretical maximum amount of product (1.0 means a 100% yield; for example, 0.34 means a 34% yield). (1) The reactants are [CH2:1]([S:3]([C:6]1[CH:13]=[CH:12][C:11]([N+:14]([O-])=O)=[CH:10][C:7]=1[C:8]#[N:9])(=[O:5])=[O:4])[CH3:2]. The catalyst is CO.[Pd]. The product is [NH2:14][C:11]1[CH:12]=[CH:13][C:6]([S:3]([CH2:1][CH3:2])(=[O:5])=[O:4])=[C:7]([CH:10]=1)[C:8]#[N:9]. The yield is 0.960. (2) The reactants are C[O:2][C:3]([C:5]1[CH:10]=[CH:9][C:8]([O:11][C:12]2[C:17]3[CH2:18][C:19]([CH3:22])([CH3:21])[O:20][C:16]=3[CH:15]=[C:14]([C:23](=[O:31])[NH:24][C:25]3[CH:29]=[CH:28][N:27]([CH3:30])[N:26]=3)[CH:13]=2)=[CH:7][N:6]=1)=[O:4].[OH-].[Na+]. The catalyst is C1COCC1. The product is [CH3:21][C:19]1([CH3:22])[CH2:18][C:17]2[C:12]([O:11][C:8]3[CH:9]=[CH:10][C:5]([C:3]([OH:4])=[O:2])=[N:6][CH:7]=3)=[CH:13][C:14]([C:23](=[O:31])[NH:24][C:25]3[CH:29]=[CH:28][N:27]([CH3:30])[N:26]=3)=[CH:15][C:16]=2[O:20]1. The yield is 0.790. (3) The reactants are [NH2:1][CH2:2][CH2:3][NH:4][C:5](=[O:11])[O:6][C:7]([CH3:10])([CH3:9])[CH3:8].CCN(C(C)C)C(C)C.[Cl:21][CH2:22][C:23](Cl)=[O:24]. The catalyst is C1COCC1.CCOC(C)=O. The product is [Cl:21][CH2:22][C:23]([NH:1][CH2:2][CH2:3][NH:4][C:5](=[O:11])[O:6][C:7]([CH3:8])([CH3:10])[CH3:9])=[O:24]. The yield is 1.00.